This data is from Forward reaction prediction with 1.9M reactions from USPTO patents (1976-2016). The task is: Predict the product of the given reaction. (1) Given the reactants [F:1][C:2]([F:13])([F:12])[O:3][C:4]1[CH:11]=[CH:10][C:7]([CH2:8]Br)=[CH:6][CH:5]=1.C([O-])([O-])=O.[K+].[K+].[C:20]([O:24][C:25](=[O:50])[CH2:26][N:27]1[C:31]2[CH:32]=[CH:33][C:34]([NH:36][S:37]([C:40]3[CH:45]=[CH:44][C:43]([F:46])=[CH:42][CH:41]=3)(=[O:39])=[O:38])=[CH:35][C:30]=2[N:29]=[C:28]1[CH2:47][CH2:48][CH3:49])([CH3:23])([CH3:22])[CH3:21], predict the reaction product. The product is: [C:20]([O:24][C:25](=[O:50])[CH2:26][N:27]1[C:31]2[CH:32]=[CH:33][C:34]([N:36]([CH2:8][C:7]3[CH:10]=[CH:11][C:4]([O:3][C:2]([F:13])([F:12])[F:1])=[CH:5][CH:6]=3)[S:37]([C:40]3[CH:41]=[CH:42][C:43]([F:46])=[CH:44][CH:45]=3)(=[O:38])=[O:39])=[CH:35][C:30]=2[N:29]=[C:28]1[CH2:47][CH2:48][CH3:49])([CH3:23])([CH3:22])[CH3:21]. (2) Given the reactants [CH:1]1[C:14]2[C:5](=[N:6][CH:7]=[C:8]3[C:13]=2[CH:12]=[CH:11][CH:10]=[CH:9]3)[CH:4]=[CH:3][CH:2]=1.[F:15][C:16]([F:31])([F:30])[C:17]1[CH:18]=[C:19]([CH:23]=[C:24]([C:26]([F:29])([F:28])[F:27])[CH:25]=1)[C:20](Cl)=[O:21].[NH:32]1[CH:36]=[CH:35][CH:34]=[CH:33]1, predict the reaction product. The product is: [F:15][C:16]([F:31])([F:30])[C:17]1[CH:18]=[C:19]([C:20]([N:6]2[CH:7]([C:33]3[NH:32][CH:36]=[CH:35][CH:34]=3)[C:8]3[C:13](=[CH:12][CH:11]=[CH:10][CH:9]=3)[C:14]3[CH:1]=[CH:2][CH:3]=[CH:4][C:5]2=3)=[O:21])[CH:23]=[C:24]([C:26]([F:29])([F:28])[F:27])[CH:25]=1. (3) Given the reactants Cl.[O:2]1[C:6]2[CH:7]=[CH:8][C:9]([CH2:11][NH+:12]([CH2:14][CH2:15]Cl)[CH3:13])=[CH:10][C:5]=2[O:4][CH2:3]1.[N:17]1([C:22]2[N:26]=[C:25]([CH:27]3[CH2:31][CH2:30][CH2:29][NH:28]3)[S:24][N:23]=2)[CH:21]=[CH:20][N:19]=[CH:18]1.[I-].[K+].OP([O-])([O-])=O.[K+].[K+], predict the reaction product. The product is: [O:2]1[C:6]2[CH:7]=[CH:8][C:9]([CH2:11][N:12]([CH2:14][CH2:15][N:28]3[CH2:29][CH2:30][CH2:31][CH:27]3[C:25]3[S:24][N:23]=[C:22]([N:17]4[CH:21]=[CH:20][N:19]=[CH:18]4)[N:26]=3)[CH3:13])=[CH:10][C:5]=2[O:4][CH2:3]1. (4) Given the reactants C(NC(C)C)(C)C.C([Li])CCC.[C:13]([OH:25])(=[O:24])[CH:14]=[CH:15][CH2:16][CH2:17][CH2:18][CH2:19][CH2:20][CH2:21][CH2:22][CH3:23].CN(P(N(C)C)(N(C)C)=O)C.[C:37](=[O:39])=[O:38], predict the reaction product. The product is: [CH2:15]([CH:14]([C:37]([OH:39])=[O:38])[C:13]([OH:25])=[O:24])[CH2:16][CH2:17][CH2:18][CH2:19][CH2:20][CH2:21][CH:22]=[CH2:23]. (5) The product is: [O:11]=[C:5]([C:13]1[S:12][CH:16]=[CH:15][CH:14]=1)[CH2:6][CH2:7][C:8]([OH:10])=[O:9]. Given the reactants [Cl-].[Al+3].[Cl-].[Cl-].[C:5]1(=[O:11])[O:10][C:8](=[O:9])[CH2:7][CH2:6]1.[S:12]1[CH:16]=[CH:15][CH:14]=[CH:13]1.Cl, predict the reaction product. (6) Given the reactants C([O:3][C:4](=[O:21])[CH2:5][C:6]1[N:7]([CH3:20])[C:8]([C:11](=[O:19])[C:12]2[CH:17]=[CH:16][C:15]([Cl:18])=[CH:14][CH:13]=2)=[CH:9][CH:10]=1)C.[OH-].[Na+], predict the reaction product. The product is: [Cl:18][C:15]1[CH:16]=[CH:17][C:12]([C:11]([C:8]2[N:7]([CH3:20])[C:6]([CH2:5][C:4]([OH:21])=[O:3])=[CH:10][CH:9]=2)=[O:19])=[CH:13][CH:14]=1. (7) Given the reactants [CH3:1][CH:2]([O:4][C:5]1[CH:10]=[CH:9][CH:8]=[CH:7][C:6]=1[N:11]1[CH2:16][CH2:15][N:14]([CH2:17][CH2:18][NH:19][C:20](=[O:29])[CH2:21][N:22]2[CH2:27][CH2:26][CH2:25][CH2:24][C:23]2=[O:28])[CH2:13][CH2:12]1)[CH3:3].[IH:30], predict the reaction product. The product is: [IH:30].[CH3:3][CH:2]([O:4][C:5]1[CH:10]=[CH:9][CH:8]=[CH:7][C:6]=1[N:11]1[CH2:12][CH2:13][N:14]([CH2:17][CH2:18][NH:19][C:20](=[O:29])[CH2:21][N:22]2[CH2:27][CH2:26][CH2:25][CH2:24][C:23]2=[O:28])[CH2:15][CH2:16]1)[CH3:1].